Dataset: Forward reaction prediction with 1.9M reactions from USPTO patents (1976-2016). Task: Predict the product of the given reaction. (1) Given the reactants [N:1]1[CH:6]=[CH:5][N:4]=[CH:3][C:2]=1[N:7]1[C:14]2[C@H:13]3[CH2:15][C@H:12]3[CH2:11][C:10]=2[C:9]([C:16]([OH:18])=O)=[N:8]1.C(N(CC)CC)C.CN(C(ON1N=NC2C=CC=NC1=2)=[N+](C)C)C.F[P-](F)(F)(F)(F)F.[NH2:50][C@@H:51]([C:54]([CH3:57])([CH3:56])[CH3:55])[CH2:52][OH:53], predict the reaction product. The product is: [OH:53][CH2:52][C@@H:51]([NH:50][C:16]([C:9]1[C:10]2[CH2:11][C@@H:12]3[CH2:15][C@@H:13]3[C:14]=2[N:7]([C:2]2[CH:3]=[N:4][CH:5]=[CH:6][N:1]=2)[N:8]=1)=[O:18])[C:54]([CH3:57])([CH3:56])[CH3:55]. (2) Given the reactants [S:1]1[C:5]2[CH:6]=[CH:7][CH:8]=[CH:9][C:4]=2[N:3]=[C:2]1[NH:10][C:11]([C:13]1[CH:14]=[CH:15][CH:16]=[C:17]2[C:22]=1[CH2:21][N:20]([C:23]1[N:28]=[C:27]([C:29]([O:31][C:32]([CH3:35])([CH3:34])[CH3:33])=[O:30])[C:26](Br)=[CH:25][CH:24]=1)[CH2:19][CH2:18]2)=[O:12].C1(P(C2C=CC=CC=2)[C:44]2[CH:53]=[CH:52][C:51]3[C:46](=CC=CC=3)[C:45]=2[C:54]2C3C(=CC=CC=3)C=[CH:56][C:55]=2P(C2C=CC=CC=2)C2C=CC=CC=2)C=CC=CC=1.[Br-].C1(CCC[Zn+])C=CC=CC=1, predict the reaction product. The product is: [S:1]1[C:5]2[CH:6]=[CH:7][CH:8]=[CH:9][C:4]=2[N:3]=[C:2]1[NH:10][C:11]([C:13]1[CH:14]=[CH:15][CH:16]=[C:17]2[C:22]=1[CH2:21][N:20]([C:23]1[N:28]=[C:27]([C:29]([O:31][C:32]([CH3:35])([CH3:34])[CH3:33])=[O:30])[C:26]([CH2:56][CH2:55][CH2:54][C:45]3[CH:46]=[CH:51][CH:52]=[CH:53][CH:44]=3)=[CH:25][CH:24]=1)[CH2:19][CH2:18]2)=[O:12]. (3) Given the reactants [C:1]([CH2:4][CH2:5][C:6]1[CH:14]=[CH:13][CH:12]=[CH:11][C:7]=1[C:8]([OH:10])=[O:9])([OH:3])=O.[Cl-].[Na+].[Cl-].[Al+3].[Cl-].[Cl-].Cl, predict the reaction product. The product is: [O:3]=[C:1]1[C:14]2[CH:13]=[CH:12][CH:11]=[C:7]([C:8]([OH:10])=[O:9])[C:6]=2[CH2:5][CH2:4]1.